This data is from Forward reaction prediction with 1.9M reactions from USPTO patents (1976-2016). The task is: Predict the product of the given reaction. (1) Given the reactants [CH3:1][O:2][C:3]1[C:8]2[CH2:9][CH2:10][CH:11]([N:14]3[CH2:19][CH2:18][N:17]([CH3:20])[CH2:16][CH2:15]3)[CH2:12][CH2:13][C:7]=2[CH:6]=[CH:5][C:4]=1[NH2:21].Cl[C:23]1[N:28]=[C:27]([NH:29][C@@H:30]2[C@@H:35]3[CH2:36][C@@H:32]([CH:33]=[CH:34]3)[C@@H:31]2[C:37]([NH2:39])=[O:38])[C:26]([Cl:40])=[CH:25][N:24]=1, predict the reaction product. The product is: [Cl:40][C:26]1[C:27]([NH:29][C@@H:30]2[C@@H:35]3[CH2:36][C@@H:32]([CH:33]=[CH:34]3)[C@@H:31]2[C:37]([NH2:39])=[O:38])=[N:28][C:23]([NH:21][C:4]2[CH:5]=[CH:6][C:7]3[CH2:13][CH2:12][CH:11]([N:14]4[CH2:15][CH2:16][N:17]([CH3:20])[CH2:18][CH2:19]4)[CH2:10][CH2:9][C:8]=3[C:3]=2[O:2][CH3:1])=[N:24][CH:25]=1. (2) Given the reactants C([O:4][CH2:5][C:6]([CH3:52])([CH3:51])[CH2:7][N:8]1[C:14]2[CH:15]=[CH:16][C:17]([Cl:19])=[CH:18][C:13]=2[C@@H:12]([C:20]2[CH:25]=[CH:24][CH:23]=[C:22]([O:26][CH3:27])[C:21]=2[O:28][CH3:29])[O:11][C@H:10]([CH2:30][C:31]([NH:33][C:34]2[CH:35]=[C:36]([O:47][CH2:48][CH3:49])[C:37]3[O:41][C:40]([C:42]([O:44]C)=[O:43])=[CH:39][C:38]=3[CH:46]=2)=[O:32])[C:9]1=[O:50])(=O)C.[OH-].[Na+].Cl, predict the reaction product. The product is: [Cl:19][C:17]1[CH:16]=[CH:15][C:14]2[N:8]([CH2:7][C:6]([CH3:51])([CH3:52])[CH2:5][OH:4])[C:9](=[O:50])[C@@H:10]([CH2:30][C:31]([NH:33][C:34]3[CH:35]=[C:36]([O:47][CH2:48][CH3:49])[C:37]4[O:41][C:40]([C:42]([OH:44])=[O:43])=[CH:39][C:38]=4[CH:46]=3)=[O:32])[O:11][C@H:12]([C:20]3[CH:25]=[CH:24][CH:23]=[C:22]([O:26][CH3:27])[C:21]=3[O:28][CH3:29])[C:13]=2[CH:18]=1. (3) Given the reactants [Br:1][C:2]1[CH:10]=[CH:9][C:5]([CH:6]=[N:7][OH:8])=[CH:4][C:3]=1[CH3:11].ClN1C(=O)CCC1=O.[Cl:20][C:21]1[CH:26]=[C:25]([C:27]([C:29]([F:32])([F:31])[F:30])=[CH2:28])[CH:24]=[C:23]([Cl:33])[CH:22]=1.C(N(CC)CC)C, predict the reaction product. The product is: [Br:1][C:2]1[CH:10]=[CH:9][C:5]([C:6]2[CH2:28][C:27]([C:25]3[CH:24]=[C:23]([Cl:33])[CH:22]=[C:21]([Cl:20])[CH:26]=3)([C:29]([F:30])([F:32])[F:31])[O:8][N:7]=2)=[CH:4][C:3]=1[CH3:11]. (4) Given the reactants [CH3:1][O:2][C:3]1[CH:8]=[CH:7][C:6]([CH2:9][CH2:10][NH:11][CH:12]([C:15]2[CH:20]=[CH:19][C:18]([CH3:21])=[C:17]([CH3:22])[CH:16]=2)[CH2:13][NH2:14])=[CH:5][CH:4]=1.[C:23](N1C=CN=C1)(N1C=CN=C1)=[O:24], predict the reaction product. The product is: [CH3:1][O:2][C:3]1[CH:8]=[CH:7][C:6]([CH2:9][CH2:10][N:11]2[CH:12]([C:15]3[CH:20]=[CH:19][C:18]([CH3:21])=[C:17]([CH3:22])[CH:16]=3)[CH2:13][NH:14][C:23]2=[O:24])=[CH:5][CH:4]=1. (5) Given the reactants [NH2:1][C:2]1[C:11]2[C:6](=[C:7](I)[C:8]([F:12])=[CH:9][CH:10]=2)[N:5]=[N:4][C:3]=1[C:14]([NH:16][CH2:17][CH2:18][CH3:19])=[O:15].[Cl:20][C:21]1[CH:26]=[CH:25][C:24]([O:27][CH3:28])=[CH:23][C:22]=1B(O)O, predict the reaction product. The product is: [CH2:17]([NH:16][C:14]([C:3]1[N:4]=[N:5][C:6]2[C:11]([C:2]=1[NH2:1])=[CH:10][CH:9]=[C:8]([F:12])[C:7]=2[C:22]1[CH:23]=[C:24]([O:27][CH3:28])[CH:25]=[CH:26][C:21]=1[Cl:20])=[O:15])[CH2:18][CH3:19]. (6) Given the reactants [F:1][C:2]1[CH:3]=[C:4]([N:9]2[C:14](=[O:15])[C:13]([O:16]S(C3C=CC(C)=CC=3)(=O)=O)=[C:12]([C:27]3[CH:32]=[CH:31][C:30]([S:33]([CH3:36])(=[O:35])=[O:34])=[C:29]([F:37])[CH:28]=3)[CH:11]=[N:10]2)[CH:5]=[CH:6][C:7]=1[F:8].[F:38][C:39]1[CH:44]=[CH:43][C:42](O)=[CH:41][CH:40]=1.N, predict the reaction product. The product is: [F:1][C:2]1[CH:3]=[C:4]([N:9]2[C:14](=[O:15])[C:13]([O:16][C:42]3[CH:43]=[CH:44][C:39]([F:38])=[CH:40][CH:41]=3)=[C:12]([C:27]3[CH:32]=[CH:31][C:30]([S:33]([CH3:36])(=[O:34])=[O:35])=[C:29]([F:37])[CH:28]=3)[CH:11]=[N:10]2)[CH:5]=[CH:6][C:7]=1[F:8].